Dataset: Forward reaction prediction with 1.9M reactions from USPTO patents (1976-2016). Task: Predict the product of the given reaction. (1) Given the reactants C(OC([N:8]1[C:16]2[CH:15]=[C:14]([O:17][C:18]3[CH:23]=[CH:22][C:21]([F:24])=[CH:20][C:19]=3[F:25])[C:13](=[O:26])[N:12]([CH3:27])[C:11]=2[C:10]([C:28]2[CH:33]=[CH:32][CH:31]=[CH:30][C:29]=2[Cl:34])=[N:9]1)=O)(C)(C)C.C[O-].[Na+], predict the reaction product. The product is: [Cl:34][C:29]1[CH:30]=[CH:31][CH:32]=[CH:33][C:28]=1[C:10]1[C:11]2[N:12]([CH3:27])[C:13](=[O:26])[C:14]([O:17][C:18]3[CH:23]=[CH:22][C:21]([F:24])=[CH:20][C:19]=3[F:25])=[CH:15][C:16]=2[NH:8][N:9]=1. (2) Given the reactants [F:1][C:2]1[C:7]([F:8])=[CH:6][C:5]([C:9]2[CH:14]=[CH:13][N:12]=[CH:11][C:10]=2[N:15]([CH3:29])[C:16](=[O:28])[C:17]2[CH:22]=[C:21]([C:23]([F:26])([F:25])[F:24])C=C(F)[CH:18]=2)=[C:4]([O:30][CH3:31])[CH:3]=1.[F:32][C:33]([F:48])([F:47])[C:34]1C=C(C=C(C(F)(F)F)[N:42]=1)C(O)=O, predict the reaction product. The product is: [F:1][C:2]1[C:7]([F:8])=[CH:6][C:5]([C:9]2[CH:14]=[CH:13][N:12]=[CH:11][C:10]=2[N:15]([CH3:29])[C:16](=[O:28])[C:17]2[CH:18]=[C:34]([C:33]([F:48])([F:47])[F:32])[N:42]=[C:21]([C:23]([F:24])([F:25])[F:26])[CH:22]=2)=[C:4]([O:30][CH3:31])[CH:3]=1. (3) Given the reactants CS([C:5]1[N:9]=[C:8]([CH:10]2[CH2:15][CH2:14][CH2:13][CH:12]([CH2:16][CH3:17])[CH2:11]2)[S:7][N:6]=1)(=O)=O.[CH2:18]([OH:22])[C:19]#[C:20][CH3:21].[H-].[Na+], predict the reaction product. The product is: [CH2:16]([CH:12]1[CH2:13][CH2:14][CH2:15][CH:10]([C:8]2[S:7][N:6]=[C:5]([O:22][CH2:18][C:19]#[C:20][CH3:21])[N:9]=2)[CH2:11]1)[CH3:17]. (4) Given the reactants [CH3:1][C:2]([CH3:21])([CH3:20])[C:3]([C:5]1[N:9]([CH2:10][C:11]([OH:13])=O)[C:8]2[CH:14]=[CH:15][C:16]([O:18][CH3:19])=[CH:17][C:7]=2[N:6]=1)=[O:4].C1C=CC2N(O)N=NC=2C=1.[CH2:32]([NH:34][CH2:35][CH2:36][CH2:37][CH3:38])[CH3:33].CCN(C(C)C)C(C)C, predict the reaction product. The product is: [CH2:35]([N:34]([CH2:32][CH3:33])[C:11](=[O:13])[CH2:10][N:9]1[C:8]2[CH:14]=[CH:15][C:16]([O:18][CH3:19])=[CH:17][C:7]=2[N:6]=[C:5]1[C:3](=[O:4])[C:2]([CH3:1])([CH3:21])[CH3:20])[CH2:36][CH2:37][CH3:38]. (5) The product is: [CH2:1]([C:4]1[C:9]([NH:18][C:17]2[CH:19]=[CH:20][C:14]([Cl:13])=[CH:15][CH:16]=2)=[N:8][C:7]([Cl:11])=[N:6][C:5]=1[Cl:12])[CH:2]=[CH2:3]. Given the reactants [CH2:1]([C:4]1[C:5]([Cl:12])=[N:6][C:7]([Cl:11])=[N:8][C:9]=1Cl)[CH:2]=[CH2:3].[Cl:13][C:14]1[CH:20]=[CH:19][C:17]([NH2:18])=[CH:16][CH:15]=1.C(=O)([O-])[O-].[K+].[K+], predict the reaction product. (6) Given the reactants [Cl:1][C:2]1[N:7]=[C:6]([Cl:8])[CH:5]=[C:4](Cl)[N:3]=1.Cl.[CH3:11][O:12][C:13]1[NH:17][N:16]=[C:15]([NH2:18])[CH:14]=1, predict the reaction product. The product is: [Cl:1][C:2]1[N:3]=[C:4]([NH:18][C:15]2[CH:14]=[C:13]([O:12][CH3:11])[NH:17][N:16]=2)[CH:5]=[C:6]([Cl:8])[N:7]=1. (7) Given the reactants [CH3:1][N:2]1[CH:8]=[CH:7][C:6]([C:9]2[CH:14]=[CH:13][CH:12]=[CH:11][CH:10]=2)=[CH:5][CH2:4][C:3]1=[O:15].O1CCCC1.[N:21](OCCC(C)C)=[O:22].CC(C)([O-])C.[K+], predict the reaction product. The product is: [CH3:1][N:2]1[CH:8]=[CH:7][C:6]([C:9]2[CH:14]=[CH:13][CH:12]=[CH:11][CH:10]=2)=[CH:5][C:4](=[N:21][OH:22])[C:3]1=[O:15]. (8) Given the reactants [N:1]1([C:6]([O:8][C@@H:9]2[CH2:14][CH2:13][C@H:12]([NH:15][C:16]3[N:24]=[C:23]4[C:19]([NH:20][C:21](=[O:33])[N:22]4[C:25]4[CH:30]=[CH:29][CH:28]=[CH:27][C:26]=4[O:31][CH3:32])=[C:18]([C:34]([O:36]CC)=O)[N:17]=3)[CH2:11][CH2:10]2)=[O:7])C=CN=C1.[NH2:39]C1C(C(OCC)=O)=NC(N[C@H]2CC[C@@H](O)CC2)=NC=1NC1C=CC=CC=1OC, predict the reaction product. The product is: [C:6](=[O:7])([O:8][C@H:9]1[CH2:10][CH2:11][C@@H:12]([NH:15][C:16]2[N:24]=[C:23]3[C:19]([NH:20][C:21](=[O:33])[N:22]3[C:25]3[CH:30]=[CH:29][CH:28]=[CH:27][C:26]=3[O:31][CH3:32])=[C:18]([C:34](=[O:36])[NH2:39])[N:17]=2)[CH2:13][CH2:14]1)[NH2:1]. (9) The product is: [C:17]([C:5]1[CH:4]=[CH:3][C:2]([OH:1])=[C:11]2[C:6]=1[CH:7]=[CH:8][C:9](=[O:12])[NH:10]2)(=[O:19])[CH3:18]. Given the reactants [OH:1][C:2]1[CH:3]=[CH:4][CH:5]=[C:6]2[C:11]=1[NH:10][C:9](=[O:12])[CH:8]=[CH:7]2.[Cl-].[Al+3].[Cl-].[Cl-].[C:17](OC(=O)C)(=[O:19])[CH3:18], predict the reaction product.